This data is from Reaction yield outcomes from USPTO patents with 853,638 reactions. The task is: Predict the reaction yield, written as a fraction of the theoretical maximum amount of product (1.0 means a 100% yield; for example, 0.34 means a 34% yield). The reactants are [NH2:1][C:2]1[C:10]([F:11])=[CH:9][CH:8]=[CH:7][C:3]=1[C:4]([OH:6])=[O:5].[Br:12]N1C(=O)CCC1=O. The catalyst is ClCCl. The product is [NH2:1][C:2]1[C:10]([F:11])=[CH:9][C:8]([Br:12])=[CH:7][C:3]=1[C:4]([OH:6])=[O:5]. The yield is 0.780.